This data is from Catalyst prediction with 721,799 reactions and 888 catalyst types from USPTO. The task is: Predict which catalyst facilitates the given reaction. Reactant: [Cl-].Cl[CH2:3][CH2:4][NH+:5]([CH2:7][CH2:8]Cl)[CH3:6].[NH2:10][C:11]1[CH:12]=[N:13][C:14]([C:17]2[CH:18]=[C:19]([CH:36]=[CH:37][CH:38]=2)[CH2:20][N:21]2[C:26](=[O:27])[CH:25]=[CH:24][C:23]([C:28]3[CH:33]=[C:32]([F:34])[CH:31]=[C:30]([F:35])[CH:29]=3)=[N:22]2)=[N:15][CH:16]=1.ClCCl. Product: [F:35][C:30]1[CH:29]=[C:28]([C:23]2[CH:24]=[CH:25][C:26](=[O:27])[N:21]([CH2:20][C:19]3[CH:36]=[CH:37][CH:38]=[C:17]([C:14]4[N:13]=[CH:12][C:11]([N:10]5[CH2:8][CH2:7][N:5]([CH3:6])[CH2:4][CH2:3]5)=[CH:16][N:15]=4)[CH:18]=3)[N:22]=2)[CH:33]=[C:32]([F:34])[CH:31]=1. The catalyst class is: 60.